From a dataset of NCI-60 drug combinations with 297,098 pairs across 59 cell lines. Regression. Given two drug SMILES strings and cell line genomic features, predict the synergy score measuring deviation from expected non-interaction effect. (1) Drug 1: C1=NC2=C(N=C(N=C2N1C3C(C(C(O3)CO)O)F)Cl)N. Drug 2: C(CN)CNCCSP(=O)(O)O. Cell line: K-562. Synergy scores: CSS=19.1, Synergy_ZIP=1.94, Synergy_Bliss=8.14, Synergy_Loewe=-15.2, Synergy_HSA=2.93. (2) Drug 1: C1CCC(CC1)NC(=O)N(CCCl)N=O. Drug 2: C1C(C(OC1N2C=NC3=C(N=C(N=C32)Cl)N)CO)O. Cell line: NCI/ADR-RES. Synergy scores: CSS=41.8, Synergy_ZIP=-7.20, Synergy_Bliss=-0.137, Synergy_Loewe=-22.6, Synergy_HSA=1.57. (3) Drug 1: CC(C)CN1C=NC2=C1C3=CC=CC=C3N=C2N. Drug 2: CCC1(C2=C(COC1=O)C(=O)N3CC4=CC5=C(C=CC(=C5CN(C)C)O)N=C4C3=C2)O.Cl. Cell line: SK-MEL-28. Synergy scores: CSS=2.53, Synergy_ZIP=-3.92, Synergy_Bliss=-4.24, Synergy_Loewe=-7.54, Synergy_HSA=-3.87.